Dataset: Full USPTO retrosynthesis dataset with 1.9M reactions from patents (1976-2016). Task: Predict the reactants needed to synthesize the given product. (1) The reactants are: [Cl:1][C:2]1[C:3]([C:9]2[C:10]([C:19]3[CH:24]=[CH:23][C:22]([Cl:25])=[C:21]([O:26][CH2:27][CH2:28][CH2:29][N:30]([CH3:32])[CH3:31])[CH:20]=3)=[N:11][C:12]([C:15](OC)=[O:16])=[CH:13][CH:14]=2)=[N:4][CH:5]=[C:6]([Cl:8])[CH:7]=1.[NH2:33][C:34]1([C:40]([OH:42])=[O:41])[CH2:39][CH2:38][CH2:37][CH2:36][CH2:35]1. Given the product [ClH:1].[Cl:1][C:2]1[C:3]([C:9]2[C:10]([C:19]3[CH:24]=[CH:23][C:22]([Cl:25])=[C:21]([O:26][CH2:27][CH2:28][CH2:29][N:30]([CH3:31])[CH3:32])[CH:20]=3)=[N:11][C:12]([C:15]([NH:33][C:34]3([C:40]([OH:42])=[O:41])[CH2:39][CH2:38][CH2:37][CH2:36][CH2:35]3)=[O:16])=[CH:13][CH:14]=2)=[N:4][CH:5]=[C:6]([Cl:8])[CH:7]=1, predict the reactants needed to synthesize it. (2) The reactants are: [Si](O[CH:9]1[CH:22](O[Si](C(C)(C)C)(C)C)[C:21]2[C:20](=[O:31])[C:19](=[O:32])[CH:18]=[CH:17][C:16]=2[C:15]2[C:10]1=[CH:11][CH:12]=[CH:13][CH:14]=2)(C(C)(C)C)(C)C.O1CCCC1.[F-].C([N+](CCCC)(CCCC)CCCC)CCC. Given the product [C:20]1(=[O:31])[C:21]2[CH:22]=[CH:9][C:10]3[C:15](=[CH:14][CH:13]=[CH:12][CH:11]=3)[C:16]=2[CH:17]=[CH:18][C:19]1=[O:32], predict the reactants needed to synthesize it.